From a dataset of Merck oncology drug combination screen with 23,052 pairs across 39 cell lines. Regression. Given two drug SMILES strings and cell line genomic features, predict the synergy score measuring deviation from expected non-interaction effect. (1) Drug 1: C=CCn1c(=O)c2cnc(Nc3ccc(N4CCN(C)CC4)cc3)nc2n1-c1cccc(C(C)(C)O)n1. Drug 2: COC1CC2CCC(C)C(O)(O2)C(=O)C(=O)N2CCCCC2C(=O)OC(C(C)CC2CCC(OP(C)(C)=O)C(OC)C2)CC(=O)C(C)C=C(C)C(O)C(OC)C(=O)C(C)CC(C)C=CC=CC=C1C. Cell line: NCIH460. Synergy scores: synergy=18.2. (2) Drug 1: Cc1nc(Nc2ncc(C(=O)Nc3c(C)cccc3Cl)s2)cc(N2CCN(CCO)CC2)n1. Drug 2: Cn1cc(-c2cnn3c(N)c(Br)c(C4CCCNC4)nc23)cn1. Cell line: HCT116. Synergy scores: synergy=12.7. (3) Drug 1: N#Cc1ccc(Cn2cncc2CN2CCN(c3cccc(Cl)c3)C(=O)C2)cc1. Drug 2: C=CCn1c(=O)c2cnc(Nc3ccc(N4CCN(C)CC4)cc3)nc2n1-c1cccc(C(C)(C)O)n1. Cell line: HT29. Synergy scores: synergy=0.0626. (4) Drug 1: Nc1ccn(C2OC(CO)C(O)C2(F)F)c(=O)n1. Drug 2: NC1(c2ccc(-c3nc4ccn5c(=O)[nH]nc5c4cc3-c3ccccc3)cc2)CCC1. Cell line: HT144. Synergy scores: synergy=26.1. (5) Drug 1: O=c1[nH]cc(F)c(=O)[nH]1. Drug 2: C#Cc1cccc(Nc2ncnc3cc(OCCOC)c(OCCOC)cc23)c1. Cell line: OCUBM. Synergy scores: synergy=28.1.